From a dataset of Catalyst prediction with 721,799 reactions and 888 catalyst types from USPTO. Predict which catalyst facilitates the given reaction. Reactant: CC(C)([O-])C.[K+].[N:7]1([C:13]([N:15]2[CH2:20][CH:19]([C:21]3[CH:26]=[CH:25][C:24]([CH2:27][C:28]([F:31])([F:30])[F:29])=[CH:23][CH:22]=3)[CH2:18][CH:17]([C:32]([O:34]C)=[O:33])[CH2:16]2)=[O:14])[CH2:12][CH2:11][S:10][CH2:9][CH2:8]1. Product: [N:7]1([C:13]([N:15]2[CH2:20][CH:19]([C:21]3[CH:22]=[CH:23][C:24]([CH2:27][C:28]([F:30])([F:31])[F:29])=[CH:25][CH:26]=3)[CH2:18][CH:17]([C:32]([OH:34])=[O:33])[CH2:16]2)=[O:14])[CH2:8][CH2:9][S:10][CH2:11][CH2:12]1. The catalyst class is: 5.